From a dataset of Catalyst prediction with 721,799 reactions and 888 catalyst types from USPTO. Predict which catalyst facilitates the given reaction. (1) Reactant: C[O:2][C:3]1[CH:8]=[CH:7][N:6]=[CH:5][C:4]=1[Si:9]([CH:16]([CH3:18])[CH3:17])([CH:13]([CH3:15])[CH3:14])[CH:10]([CH3:12])[CH3:11].Cl[C:20]([O:22][CH:23]1[CH2:28][CH:27]([CH3:29])[CH2:26][CH2:25][CH:24]1[C:30]([CH3:38])([C:32]1[CH:37]=[CH:36][CH:35]=[CH:34][CH:33]=1)[CH3:31])=[O:21].[F:39][C:40]1[CH:45]=[CH:44][C:43]([Mg]Br)=[CH:42][CH:41]=1.C1COCC1.Cl. Product: [CH3:29][CH:27]1[CH2:28][CH:23]([O:22][C:20]([N:6]2[CH:5]=[C:4]([Si:9]([CH:16]([CH3:17])[CH3:18])([CH:13]([CH3:14])[CH3:15])[CH:10]([CH3:11])[CH3:12])[C:3](=[O:2])[CH2:8][CH:7]2[C:43]2[CH:44]=[CH:45][C:40]([F:39])=[CH:41][CH:42]=2)=[O:21])[CH:24]([C:30]([CH3:38])([C:32]2[CH:37]=[CH:36][CH:35]=[CH:34][CH:33]=2)[CH3:31])[CH2:25][CH2:26]1. The catalyst class is: 11. (2) Reactant: [Cl:1][C:2]1[CH:3]=[CH:4][C:5]([O:15]C)=[C:6]([C:8]2[CH:9]=[N:10][CH:11]=[CH:12][C:13]=2N)[CH:7]=1.C1COCC1.N(OC(C)(C)C)=O.O. Product: [Cl:1][C:2]1[CH:3]=[CH:4][C:5]2[O:15][C:13]3[CH:12]=[CH:11][N:10]=[CH:9][C:8]=3[C:6]=2[CH:7]=1. The catalyst class is: 15.